This data is from Catalyst prediction with 721,799 reactions and 888 catalyst types from USPTO. The task is: Predict which catalyst facilitates the given reaction. (1) Reactant: [O:1]1CCOCC1.[O:7]1[C:12]2[CH:13]=[CH:14][C:15]([CH2:17][NH:18][CH:19]3[CH2:24][CH2:23][C:22]([CH2:27][CH2:28][N:29]4[C:38]5[C:33](=[CH:34][CH:35]=[C:36]([O:39][CH3:40])[CH:37]=5)[C:32]([CH3:41])=[CH:31][C:30]4=[O:42])([C:25]#[N:26])[CH2:21][CH2:20]3)=[CH:16][C:11]=2[O:10][CH2:9][CH2:8]1.[OH-].[K+].C(O)C. Product: [O:7]1[C:12]2[CH:13]=[CH:14][C:15]([CH2:17][NH:18][CH:19]3[CH2:24][CH2:23][C:22]([CH2:27][CH2:28][N:29]4[C:38]5[C:33](=[CH:34][CH:35]=[C:36]([O:39][CH3:40])[CH:37]=5)[C:32]([CH3:41])=[CH:31][C:30]4=[O:42])([C:25]([NH2:26])=[O:1])[CH2:21][CH2:20]3)=[CH:16][C:11]=2[O:10][CH2:9][CH2:8]1. The catalyst class is: 27. (2) Reactant: [F:1][C:2]([F:35])([F:34])[C:3]([C:9]1[CH:33]=[CH:32][C:12]([CH2:13][N:14]2[CH2:19][CH2:18][CH:17]([C:20]([C:22]3[CH:27]=[CH:26][C:25]([NH:28][C:29](=[O:31])[CH3:30])=[CH:24][CH:23]=3)=[O:21])[CH2:16][CH2:15]2)=[CH:11][CH:10]=1)([OH:8])[C:4]([F:7])([F:6])[F:5].[CH3:36][Mg]Br.C(OCC)C. Product: [F:35][C:2]([F:1])([F:34])[C:3]([C:9]1[CH:10]=[CH:11][C:12]([CH2:13][N:14]2[CH2:15][CH2:16][CH:17]([C:20]([C:22]3[CH:23]=[CH:24][C:25]([NH:28][C:29](=[O:31])[CH3:30])=[CH:26][CH:27]=3)([OH:21])[CH3:36])[CH2:18][CH2:19]2)=[CH:32][CH:33]=1)([OH:8])[C:4]([F:7])([F:6])[F:5]. The catalyst class is: 7.